From a dataset of Forward reaction prediction with 1.9M reactions from USPTO patents (1976-2016). Predict the product of the given reaction. (1) Given the reactants [Cl:1][C:2]1[C:3]([C:9](=[N:24][O:25][CH:26]([C:28]2[CH:33]=[CH:32][C:31]([F:34])=[CH:30][CH:29]=2)[CH3:27])[CH2:10][NH:11][C:12](=[O:23])[C:13]2[CH:18]=[CH:17][CH:16]=[CH:15][C:14]=2[C:19]([F:22])([F:21])[F:20])=[N:4][CH:5]=[C:6]([Cl:8])[CH:7]=1.C(C1C=CC=CC=1)(=O)C1C=CC=CC=1, predict the reaction product. The product is: [Cl:1][C:2]1[C:3](/[C:9](=[N:24]\[O:25][CH:26]([C:28]2[CH:29]=[CH:30][C:31]([F:34])=[CH:32][CH:33]=2)[CH3:27])/[CH2:10][NH:11][C:12](=[O:23])[C:13]2[CH:18]=[CH:17][CH:16]=[CH:15][C:14]=2[C:19]([F:22])([F:20])[F:21])=[N:4][CH:5]=[C:6]([Cl:8])[CH:7]=1. (2) Given the reactants C(OC(=O)[NH:7][C@H:8]([C:10]1[CH:15]=[CH:14][CH:13]=[C:12]([CH:16]=O)[CH:11]=1)[CH3:9])(C)(C)C.S([CH2:29][N+:30]#[C-])(C1C=CC(C)=CC=1)(=O)=O.[C:32](=[O:35])([O-])[O-].[K+].[K+], predict the reaction product. The product is: [O:35]1[CH:32]=[C:16]([C:12]2[CH:11]=[C:10]([C@@H:8]([NH2:7])[CH3:9])[CH:15]=[CH:14][CH:13]=2)[N:30]=[CH:29]1.